From a dataset of Catalyst prediction with 721,799 reactions and 888 catalyst types from USPTO. Predict which catalyst facilitates the given reaction. Reactant: Cl.[CH3:2][O:3][C:4]([C:6]1[N:7]=[C:8]([C:16]([F:19])([F:18])[F:17])[N:9]2[CH2:14][CH2:13][NH:12][CH:11]([CH3:15])[C:10]=12)=[O:5].[C:20]([O:24][C:25]([NH:27][C@H:28]([CH2:33][C:34]1[CH:39]=[C:38]([F:40])[C:37]([F:41])=[CH:36][C:35]=1[F:42])[CH2:29][C:30](O)=[O:31])=[O:26])([CH3:23])([CH3:22])[CH3:21].C(N(CC)CC)C.O=C1N(P(Cl)(N2CCOC2=O)=O)CCO1. Product: [CH3:2][O:3][C:4]([C:6]1[N:7]=[C:8]([C:16]([F:19])([F:18])[F:17])[N:9]2[CH2:14][CH2:13][N:12]([C:30](=[O:31])[CH2:29][CH:28]([NH:27][C:25]([O:24][C:20]([CH3:22])([CH3:21])[CH3:23])=[O:26])[CH2:33][C:34]3[CH:39]=[C:38]([F:40])[C:37]([F:41])=[CH:36][C:35]=3[F:42])[C@H:11]([CH3:15])[C:10]=12)=[O:5]. The catalyst class is: 4.